Dataset: Experimental lipophilicity measurements (octanol/water distribution) for 4,200 compounds from AstraZeneca. Task: Regression/Classification. Given a drug SMILES string, predict its absorption, distribution, metabolism, or excretion properties. Task type varies by dataset: regression for continuous measurements (e.g., permeability, clearance, half-life) or binary classification for categorical outcomes (e.g., BBB penetration, CYP inhibition). For this dataset (lipophilicity_astrazeneca), we predict Y. (1) The molecule is O=C(NC[C@@H](O)CN1CCC(Oc2ccc(Cl)c(Cl)c2)CC1)c1c[nH]c2ccccc12. The Y is 3.91 logD. (2) The molecule is COc1cc([C@@H]2c3cc4c(cc3C(O[C@@H]3O[C@@H]5CO[C@@H](C)O[C@H]5[C@H](O)[C@H]3O)C3COC(=O)[C@@H]32)OCO4)cc(OC)c1O. The Y is 0.910 logD. (3) The drug is CCCSc1ncccc1C(=O)NC1CCC(F)(F)CC1. The Y is 2.85 logD.